Dataset: Full USPTO retrosynthesis dataset with 1.9M reactions from patents (1976-2016). Task: Predict the reactants needed to synthesize the given product. (1) Given the product [CH3:27][CH:24]1[CH2:25][CH2:26][CH:21]([C:19]([N:10]([CH2:11][CH:12]2[CH2:17][CH2:16][CH2:15][N:14]([CH3:18])[CH2:13]2)[C:9]2[CH:8]=[C:7]([C:28]3[CH:33]=[CH:32][CH:31]=[CH:30][CH:29]=3)[S:6][C:5]=2[C:3]([OH:4])=[O:2])=[O:20])[CH2:22][CH2:23]1, predict the reactants needed to synthesize it. The reactants are: C[O:2][C:3]([C:5]1[S:6][C:7]([C:28]2[CH:33]=[CH:32][CH:31]=[CH:30][CH:29]=2)=[CH:8][C:9]=1[N:10]([C:19]([CH:21]1[CH2:26][CH2:25][CH:24]([CH3:27])[CH2:23][CH2:22]1)=[O:20])[CH2:11][CH:12]1[CH2:17][CH2:16][CH2:15][N:14]([CH3:18])[CH2:13]1)=[O:4].O[Li].O. (2) Given the product [O:1]1[CH2:6][CH2:5][N:4]([C:7]([C:9]2[CH:14]=[CH:13][C:12]([OH:15])=[C:11]([F:17])[CH:10]=2)=[O:8])[C:3]2[CH:18]=[N:19][CH:20]=[CH:21][C:2]1=2, predict the reactants needed to synthesize it. The reactants are: [O:1]1[CH2:6][CH2:5][N:4]([C:7]([C:9]2[CH:14]=[CH:13][C:12]([O:15]C)=[C:11]([F:17])[CH:10]=2)=[O:8])[C:3]2[CH:18]=[N:19][CH:20]=[CH:21][C:2]1=2.B(Br)(Br)Br.CCCCCC.O. (3) Given the product [C:1](=[O:3])=[O:2].[C:4](=[O:5])([OH:7])[O-:6].[C:1](=[O:5])([O-:3])[O-:2], predict the reactants needed to synthesize it. The reactants are: [C:1](=[O:3])=[O:2].[C:4](=[O:7])([O-:6])[O-:5]. (4) Given the product [CH3:23][S:22][C:4]1[NH:3][C:2](=[O:25])[C:7]([C:8]([NH2:10])=[O:9])=[C:6]([NH:11][C:12]2[CH:17]=[CH:16][CH:15]=[C:14]([S:18]([CH3:21])(=[O:20])=[O:19])[CH:13]=2)[N:5]=1, predict the reactants needed to synthesize it. The reactants are: Cl[C:2]1[C:7]([C:8]([NH2:10])=[O:9])=[C:6]([NH:11][C:12]2[CH:17]=[CH:16][CH:15]=[C:14]([S:18]([CH3:21])(=[O:20])=[O:19])[CH:13]=2)[N:5]=[C:4]([S:22][CH3:23])[N:3]=1.C(=O)([O-])[O-:25].[K+].[K+].OO.Cl. (5) Given the product [CH2:3]([N:7]([CH2:12][CH2:13][CH2:14][CH3:15])[CH2:8][CH2:9][CH2:10][Cl:11])[CH2:4][CH2:5][CH3:6], predict the reactants needed to synthesize it. The reactants are: N.Cl.[CH2:3]([N:7]([CH2:12][CH2:13][CH2:14][CH3:15])[CH2:8][CH2:9][CH2:10][Cl:11])[CH2:4][CH2:5][CH3:6]. (6) Given the product [NH2:8][CH2:9][CH2:10][CH2:11][C@H:12]([N:20]([CH2:35][C:36]([OH:38])=[O:37])[S:21]([C:24]1[CH:29]=[CH:28][CH:27]=[CH:26][C:25]=1[O:30][C:31]([F:33])([F:34])[F:32])(=[O:23])=[O:22])[CH2:13][C:14]1[CH:19]=[CH:18][CH:17]=[CH:16][CH:15]=1, predict the reactants needed to synthesize it. The reactants are: C(OC([NH:8][CH2:9][CH2:10][CH2:11][C@H:12]([N:20]([CH2:35][C:36]([OH:38])=[O:37])[S:21]([C:24]1[CH:29]=[CH:28][CH:27]=[CH:26][C:25]=1[O:30][C:31]([F:34])([F:33])[F:32])(=[O:23])=[O:22])[CH2:13][C:14]1[CH:19]=[CH:18][CH:17]=[CH:16][CH:15]=1)=O)(C)(C)C.C(O)(C(F)(F)F)=O. (7) Given the product [CH2:32]([O:31][P:29](=[O:30])([O:34][CH2:35][CH3:36])[O:25][CH2:24][CH:21]1[CH2:22][CH2:23][N:18]([C:17]2[C:12]3[C:11]([CH3:27])=[CH:10][N:9]([C:5]4[C:6]([CH3:8])=[CH:7][C:2]([Br:1])=[CH:3][C:4]=4[CH3:28])[C:13]=3[N:14]=[C:15]([CH3:26])[N:16]=2)[CH2:19][CH2:20]1)[CH3:33], predict the reactants needed to synthesize it. The reactants are: [Br:1][C:2]1[CH:7]=[C:6]([CH3:8])[C:5]([N:9]2[C:13]3[N:14]=[C:15]([CH3:26])[N:16]=[C:17]([N:18]4[CH2:23][CH2:22][CH:21]([CH2:24][OH:25])[CH2:20][CH2:19]4)[C:12]=3[C:11]([CH3:27])=[CH:10]2)=[C:4]([CH3:28])[CH:3]=1.[P:29](Cl)([O:34][CH2:35][CH3:36])([O:31][CH2:32][CH3:33])=[O:30].